Task: Predict the product of the given reaction.. Dataset: Forward reaction prediction with 1.9M reactions from USPTO patents (1976-2016) (1) Given the reactants [NH2:1][C:2]1[N:3]=[C:4]2[CH:9]=[CH:8][C:7]([O:10][C:11]3[CH:12]=[C:13]([NH:17][C:18](=[O:30])[C:19]4[CH:24]=[CH:23][CH:22]=[C:21]([C:25]([C:28]#[N:29])([CH3:27])[CH3:26])[CH:20]=4)[CH:14]=[CH:15][CH:16]=3)=[CH:6][N:5]2[CH:31]=1.[CH:32]1([C:35](Cl)=[O:36])[CH2:34][CH2:33]1, predict the reaction product. The product is: [C:28]([C:25]([C:21]1[CH:20]=[C:19]([CH:24]=[CH:23][CH:22]=1)[C:18]([NH:17][C:13]1[CH:14]=[CH:15][CH:16]=[C:11]([O:10][C:7]2[CH:8]=[CH:9][C:4]3[N:5]([CH:31]=[C:2]([NH:1][C:35]([CH:32]4[CH2:34][CH2:33]4)=[O:36])[N:3]=3)[CH:6]=2)[CH:12]=1)=[O:30])([CH3:27])[CH3:26])#[N:29]. (2) Given the reactants [BH4-].[Na+].[F:3][C:4]1[C:11]([F:12])=[CH:10][CH:9]=[C:8]([F:13])[C:5]=1[CH:6]=[O:7], predict the reaction product. The product is: [F:3][C:4]1[C:11]([F:12])=[CH:10][CH:9]=[C:8]([F:13])[C:5]=1[CH2:6][OH:7].